From a dataset of Catalyst prediction with 721,799 reactions and 888 catalyst types from USPTO. Predict which catalyst facilitates the given reaction. (1) Reactant: [CH2:1]([O:3][C:4]([CH:6]1[CH2:10][CH2:9][N:8](CC2C=CC=CC=2)[CH2:7]1)=[O:5])[CH3:2]. Product: [CH2:1]([O:3][C:4]([CH:6]1[CH2:10][CH2:9][NH:8][CH2:7]1)=[O:5])[CH3:2]. The catalyst class is: 261. (2) Product: [C:54]([O:53][C:51]([NH:18][CH2:17][C:6]1[C:5]([C:26]2[CH:27]=[CH:28][C:29]([CH3:32])=[CH:30][CH:31]=2)=[C:4]([CH2:3][C:33]([OH:35])=[O:34])[C:9]([CH2:10][CH3:11])=[N:8][C:7]=1[CH2:12][C:13]([CH3:16])([CH3:15])[CH3:14])=[O:52])([CH3:55])([CH3:56])[CH3:57]. Reactant: C([CH2:3][C:4]1[C:5]([C:26]2[CH:31]=[CH:30][C:29]([CH3:32])=[CH:28][CH:27]=2)=[C:6]([CH2:17][NH:18]C(=O)OC(C)(C)C)[C:7]([CH2:12][C:13]([CH3:16])([CH3:15])[CH3:14])=[N:8][C:9]=1[CH2:10][CH3:11])#N.[C:33](=O)([O-:35])[OH:34].[Na+].O1CCCC1.[C:51](O[C:51]([O:53][C:54]([CH3:57])([CH3:56])[CH3:55])=[O:52])([O:53][C:54]([CH3:57])([CH3:56])[CH3:55])=[O:52]. The catalyst class is: 33.